This data is from Full USPTO retrosynthesis dataset with 1.9M reactions from patents (1976-2016). The task is: Predict the reactants needed to synthesize the given product. (1) The reactants are: Cl[C:2]1[CH:7]=[C:6]([C:8]2[N:9]=[C:10]([OH:18])[C:11]3[CH:17]=[CH:16][N:15]=[CH:14][C:12]=3[N:13]=2)[CH:5]=[CH:4][N:3]=1.C(OC([N:26]1[CH2:31][CH2:30][N:29]([C:32]2[CH:37]=[CH:36][CH:35]=[C:34]([NH2:38])[CH:33]=2)[CH2:28][CH2:27]1)=O)(C)(C)C. Given the product [N:29]1([C:32]2[CH:33]=[C:34]([NH:38][C:2]3[CH:7]=[C:6]([C:8]4[N:9]=[C:10]([OH:18])[C:11]5[CH:17]=[CH:16][N:15]=[CH:14][C:12]=5[N:13]=4)[CH:5]=[CH:4][N:3]=3)[CH:35]=[CH:36][CH:37]=2)[CH2:28][CH2:27][NH:26][CH2:31][CH2:30]1, predict the reactants needed to synthesize it. (2) Given the product [CH2:1]([NH:8][CH:9]1[CH2:14][CH2:13][CH:12]([CH2:15][NH:28][C:29]2[CH:34]=[CH:33][CH:32]=[CH:31][CH:30]=2)[CH2:11][CH:10]1[CH3:27])[C:2]1[CH:3]=[CH:4][CH:5]=[CH:6][CH:7]=1, predict the reactants needed to synthesize it. The reactants are: [CH2:1]([NH:8][CH:9]1[CH2:14][CH2:13][CH:12]([CH2:15]OS(C2C=CC(C)=CC=2)(=O)=O)[CH2:11][CH:10]1[CH3:27])[C:2]1[CH:7]=[CH:6][CH:5]=[CH:4][CH:3]=1.[NH2:28][C:29]1[CH:34]=[CH:33][CH:32]=[CH:31][CH:30]=1.C(=O)([O-])[O-].[K+].[K+]. (3) Given the product [CH2:7]([O:6][C:4](=[O:5])[C:3]([C:2](=[O:1])[C:9]1[CH:14]=[C:13]([F:15])[C:12]([F:16])=[C:11]([O:17][C:18]([Cl:21])([F:20])[F:19])[C:10]=1[F:22])=[CH:27][O:26][CH2:23][CH3:24])[CH3:8], predict the reactants needed to synthesize it. The reactants are: [O:1]=[C:2]([C:9]1[CH:14]=[C:13]([F:15])[C:12]([F:16])=[C:11]([O:17][C:18]([Cl:21])([F:20])[F:19])[C:10]=1[F:22])[CH2:3][C:4]([O:6][CH2:7][CH3:8])=[O:5].[C:23]([O:26][C:27](=O)C)(=O)[CH3:24].C(OCC)(OCC)OCC. (4) Given the product [Cl:1][C:2]1[CH:7]=[CH:6][N:5]=[C:4]([CH2:8][C:12]#[N:13])[C:3]=1[O:10][CH3:11], predict the reactants needed to synthesize it. The reactants are: [Cl:1][C:2]1[CH:7]=[CH:6][N:5]=[C:4]([CH2:8]Br)[C:3]=1[O:10][CH3:11].[C-:12]#[N:13].[Na+].O.